Dataset: Catalyst prediction with 721,799 reactions and 888 catalyst types from USPTO. Task: Predict which catalyst facilitates the given reaction. (1) Reactant: Br[CH2:2][C:3]1[CH:8]=[CH:7][C:6]([F:9])=[C:5]([Cl:10])[CH:4]=1.C[Si]([C:15]#[N:16])(C)C.CCCC[N+](CCCC)(CCCC)CCCC.[F-]. Product: [Cl:10][C:5]1[CH:4]=[C:3]([CH2:2][C:15]#[N:16])[CH:8]=[CH:7][C:6]=1[F:9]. The catalyst class is: 23. (2) Reactant: [C:1]1([C:7]2[CH:12]=[C:11]([CH:13]3[CH2:18][C:17](=[O:19])[N:16]([CH3:20])[C:15](=[O:21])[CH2:14]3)[CH:10]=[CH:9][C:8]=2[NH:22][C:23]([C:25]2[N:26](COCC[Si](C)(C)C)[CH:27]=[C:28]([C:30]#[N:31])[N:29]=2)=[O:24])[CH2:6][CH2:5][CH2:4][CH2:3][CH:2]=1.CO.C(O)(C(F)(F)F)=O. Product: [C:1]1([C:7]2[CH:12]=[C:11]([CH:13]3[CH2:18][C:17](=[O:19])[N:16]([CH3:20])[C:15](=[O:21])[CH2:14]3)[CH:10]=[CH:9][C:8]=2[NH:22][C:23]([C:25]2[NH:26][CH:27]=[C:28]([C:30]#[N:31])[N:29]=2)=[O:24])[CH2:6][CH2:5][CH2:4][CH2:3][CH:2]=1. The catalyst class is: 2. (3) Reactant: [N:1]1[CH:6]=[CH:5][C:4]([CH3:7])=[CH:3][CH:2]=1.[Li+].CC([N-]C(C)C)C.C(NC(C)C)(C)C.[Li]CCCC.CN([C:32]([C:34]1[CH:43]=[CH:42][C:41]2[C:36](=[CH:37][CH:38]=[CH:39][CH:40]=2)[CH:35]=1)=[O:33])OC.[Cl-].[NH4+]. Product: [N:1]1[CH:6]=[CH:5][C:4]([CH2:7][C:32]([C:34]2[CH:43]=[CH:42][C:41]3[C:36](=[CH:37][CH:38]=[CH:39][CH:40]=3)[CH:35]=2)=[O:33])=[CH:3][CH:2]=1. The catalyst class is: 56. (4) Reactant: [CH3:1][N:2]1[CH2:7][CH2:6][C:5](=[O:8])[CH2:4][CH2:3]1.[Si](OS(C(F)(F)F)(=O)=O)(C)(C)C.[Cl:21][C:22]1[CH:35]=[CH:34][C:25]([CH:26](O)[C:27]2[CH:32]=[CH:31][CH:30]=[CH:29][CH:28]=2)=[CH:24][CH:23]=1.C(=O)(O)[O-].[Na+]. Product: [Cl:21][C:22]1[CH:23]=[CH:24][C:25]([CH:26]([C:27]2[CH:28]=[CH:29][CH:30]=[CH:31][CH:32]=2)[CH:4]2[C:5](=[O:8])[CH2:6][CH2:7][N:2]([CH3:1])[CH2:3]2)=[CH:34][CH:35]=1. The catalyst class is: 46. (5) Reactant: [CH:1]1([C:4]2[NH:5][C:6]([C:19]3[CH:24]=[CH:23][C:22]([F:25])=[CH:21][C:20]=3[F:26])=[C:7]([C:9]3[N:14]=[C:13](N)[C:12]([N+:16]([O-:18])=[O:17])=[CH:11][CH:10]=3)[N:8]=2)[CH2:3][CH2:2]1.[OH:27]S(O)(=O)=O.N([O-])=O.[Na+].OP([O-])(O)=O.[Na+].[OH-].[Na+]. Product: [CH:1]1([C:4]2[NH:5][C:6]([C:19]3[CH:24]=[CH:23][C:22]([F:25])=[CH:21][C:20]=3[F:26])=[C:7]([C:9]3[N:14]=[C:13]([OH:27])[C:12]([N+:16]([O-:18])=[O:17])=[CH:11][CH:10]=3)[N:8]=2)[CH2:3][CH2:2]1. The catalyst class is: 58. (6) Reactant: [Cl:1][C:2]1[CH:7]=[C:6]([Cl:8])[C:5]([O:9][CH3:10])=[CH:4][C:3]=1[NH:11][C:12]1[C:17]([C:18]#[N:19])=[CH:16][N:15]=[C:14]2[S:20][C:21](I)=[CH:22][C:13]=12.[CH:24]([C:26]1[CH:31]=[CH:30][C:29](B(O)O)=[CH:28][CH:27]=1)=[O:25].C(=O)([O-])[O-].[Na+].[Na+]. Product: [Cl:1][C:2]1[CH:7]=[C:6]([Cl:8])[C:5]([O:9][CH3:10])=[CH:4][C:3]=1[NH:11][C:12]1[C:17]([C:18]#[N:19])=[CH:16][N:15]=[C:14]2[S:20][C:21]([C:29]3[CH:30]=[CH:31][C:26]([CH:24]=[O:25])=[CH:27][CH:28]=3)=[CH:22][C:13]=12. The catalyst class is: 104.